Dataset: Peptide-MHC class II binding affinity with 134,281 pairs from IEDB. Task: Regression. Given a peptide amino acid sequence and an MHC pseudo amino acid sequence, predict their binding affinity value. This is MHC class II binding data. (1) The peptide sequence is LRFRVPWISDTPYRV. The MHC is DRB3_0101 with pseudo-sequence DRB3_0101. The binding affinity (normalized) is 0.881. (2) The peptide sequence is STEQNVPDPQVGITT. The MHC is HLA-DQA10501-DQB10301 with pseudo-sequence HLA-DQA10501-DQB10301. The binding affinity (normalized) is 0. (3) The peptide sequence is EKKYFAATQFEPLQA. The MHC is HLA-DPA10103-DPB10601 with pseudo-sequence HLA-DPA10103-DPB10601. The binding affinity (normalized) is 0.955. (4) The peptide sequence is ETKYFAATQFEPLAA. The MHC is HLA-DPA10103-DPB10601 with pseudo-sequence HLA-DPA10103-DPB10601. The binding affinity (normalized) is 0.895. (5) The peptide sequence is FGQNTGAIAAAEARY. The MHC is DRB1_1201 with pseudo-sequence DRB1_1201. The binding affinity (normalized) is 0.391. (6) The peptide sequence is TACLSKAYANMWSLM. The MHC is DRB1_0404 with pseudo-sequence DRB1_0404. The binding affinity (normalized) is 0.778. (7) The peptide sequence is GDSRLTYQWHKEGSS. The MHC is DRB1_0901 with pseudo-sequence DRB1_0901. The binding affinity (normalized) is 0.273.